From a dataset of Reaction yield outcomes from USPTO patents with 853,638 reactions. Predict the reaction yield, written as a fraction of the theoretical maximum amount of product (1.0 means a 100% yield; for example, 0.34 means a 34% yield). (1) The reactants are [CH3:1][C:2]1([CH3:16])[C:11]2[C:6](=[CH:7][C:8]([NH:12]C(=O)C)=[CH:9][CH:10]=2)[O:5][CH2:4][CH2:3]1.[OH-].[Na+]. The catalyst is Cl. The product is [CH3:1][C:2]1([CH3:16])[C:11]2[C:6](=[CH:7][C:8]([NH2:12])=[CH:9][CH:10]=2)[O:5][CH2:4][CH2:3]1. The yield is 0.920. (2) The reactants are C[O:2][C:3]([C:5]1[CH:15]=[CH:14][C:8]2[O:9][C:10]([F:13])([F:12])[O:11][C:7]=2[CH:6]=1)=O.[H-].[Al+3].[Li+].[H-].[H-].[H-].O.[OH-].[Na+]. The catalyst is O1CCCC1. The product is [F:13][C:10]1([F:12])[O:9][C:8]2[CH:14]=[CH:15][C:5]([CH2:3][OH:2])=[CH:6][C:7]=2[O:11]1. The yield is 0.760. (3) The reactants are ClC1C=CC=C(C(OO)=[O:9])C=1.[F:12][C:13]1[CH:28]=[CH:27][CH:26]=[C:25]([F:29])[C:14]=1[CH2:15][S:16][C:17]1[CH2:21][C:20]([CH2:23][CH3:24])([CH3:22])[O:19][N:18]=1.O. The catalyst is C(Cl)(Cl)Cl. The product is [F:12][C:13]1[CH:28]=[CH:27][CH:26]=[C:25]([F:29])[C:14]=1[CH2:15][S:16]([C:17]1[CH2:21][C:20]([CH2:23][CH3:24])([CH3:22])[O:19][N:18]=1)=[O:9]. The yield is 0.348.